Dataset: Peptide-MHC class II binding affinity with 134,281 pairs from IEDB. Task: Regression. Given a peptide amino acid sequence and an MHC pseudo amino acid sequence, predict their binding affinity value. This is MHC class II binding data. (1) The peptide sequence is YEYKVQQAMSNLVLG. The MHC is DRB5_0101 with pseudo-sequence DRB5_0101. The binding affinity (normalized) is 0.897. (2) The peptide sequence is AKKYFAATQFEPLAA. The MHC is HLA-DPA10201-DPB10501 with pseudo-sequence HLA-DPA10201-DPB10501. The binding affinity (normalized) is 0.775.